This data is from Forward reaction prediction with 1.9M reactions from USPTO patents (1976-2016). The task is: Predict the product of the given reaction. (1) Given the reactants [N+:1]([C:4]1[CH:13]=[C:12]2[C:7]([CH2:8][CH2:9][NH:10][C:11]2=[O:14])=[CH:6][CH:5]=1)([O-])=O.C(OC(=O)C)C, predict the reaction product. The product is: [NH2:1][C:4]1[CH:13]=[C:12]2[C:7]([CH2:8][CH2:9][NH:10][C:11]2=[O:14])=[CH:6][CH:5]=1. (2) Given the reactants [NH2:1][CH2:2][CH2:3][N:4]1[CH2:9][CH2:8][O:7][CH2:6][CH2:5]1.CN(C=O)C.[CH3:15][O:16][C:17]1[CH:22]=[CH:21][C:20]([C:23]2[C:36](=[O:37])[C:35]3[C:26](=[C:27]([O:38][CH2:39][CH2:40][CH3:41])[CH:28]=[C:29]4[C:34]=3[O:33][CH2:32][CH2:31][CH2:30]4)[N:25]([CH2:42][C:43](O)=[O:44])[CH:24]=2)=[CH:19][CH:18]=1.F[P-](F)(F)(F)(F)F.N1(OC(N(C)C)=[N+](C)C)C2N=CC=CC=2N=N1, predict the reaction product. The product is: [CH3:15][O:16][C:17]1[CH:18]=[CH:19][C:20]([C:23]2[C:36](=[O:37])[C:35]3[C:26](=[C:27]([O:38][CH2:39][CH2:40][CH3:41])[CH:28]=[C:29]4[C:34]=3[O:33][CH2:32][CH2:31][CH2:30]4)[N:25]([CH2:42][C:43]([NH:1][CH2:2][CH2:3][N:4]3[CH2:9][CH2:8][O:7][CH2:6][CH2:5]3)=[O:44])[CH:24]=2)=[CH:21][CH:22]=1.